This data is from Catalyst prediction with 721,799 reactions and 888 catalyst types from USPTO. The task is: Predict which catalyst facilitates the given reaction. (1) Product: [Cl:48][C:49]1[CH:50]=[C:51]([C:59]2[N:63]=[C:62]([C:64]3[CH:65]=[CH:66][C:67](/[CH:68]=[CH:13]\[C:14]([O:16][CH3:17])=[O:15])=[CH:70][CH:71]=3)[O:61][N:60]=2)[CH:52]=[CH:53][C:54]=1[O:55][CH:56]([CH3:57])[CH3:58]. The catalyst class is: 1. Reactant: FC(F)(F)COP([CH2:13][C:14]([O:16][CH3:17])=[O:15])(OCC(F)(F)F)=O.C1OCCOCCOCCOCCOCCOC1.C[Si]([N-][Si](C)(C)C)(C)C.[K+].[Cl:48][C:49]1[CH:50]=[C:51]([C:59]2[N:63]=[C:62]([C:64]3[CH:71]=[CH:70][C:67]([CH:68]=O)=[CH:66][CH:65]=3)[O:61][N:60]=2)[CH:52]=[CH:53][C:54]=1[O:55][CH:56]([CH3:58])[CH3:57]. (2) Reactant: Cl[C:2]1[C:3]2[CH2:11][CH2:10][N:9]([C:12]3[C:17]([Cl:18])=[CH:16][CH:15]=[CH:14][N:13]=3)[CH2:8][C:4]=2[N:5]=[CH:6][N:7]=1.[NH2:19][C:20]1[CH:25]=[CH:24][C:23]([C:26]([CH3:30])([CH3:29])[C:27]#[N:28])=[CH:22][CH:21]=1. Product: [Cl:18][C:17]1[C:12]([N:9]2[CH2:10][CH2:11][C:3]3[C:2]([NH:19][C:20]4[CH:21]=[CH:22][C:23]([C:26]([CH3:30])([CH3:29])[C:27]#[N:28])=[CH:24][CH:25]=4)=[N:7][CH:6]=[N:5][C:4]=3[CH2:8]2)=[N:13][CH:14]=[CH:15][CH:16]=1. The catalyst class is: 10. (3) Reactant: [CH:1]1([C:4]2[C:5]([N:14]3[CH2:19][CH2:18][N:17](C(OC(C)(C)C)=O)[CH2:16][CH2:15]3)=[C:6]3[C:12]([I:13])=[N:11][NH:10][C:7]3=[N:8][CH:9]=2)[CH2:3][CH2:2]1.[ClH:27]. Product: [ClH:27].[CH:1]1([C:4]2[C:5]([N:14]3[CH2:19][CH2:18][NH:17][CH2:16][CH2:15]3)=[C:6]3[C:12]([I:13])=[N:11][NH:10][C:7]3=[N:8][CH:9]=2)[CH2:3][CH2:2]1. The catalyst class is: 12. (4) Reactant: [CH3:1][O:2][C:3]1[CH:4]=[CH:5][C:6]([NH:11][C:12]2[C:13]3[N:14]([N:39]=[CH:40][N:41]=3)[CH:15]=[C:16]([C:18]3[CH:19]=[C:20]([CH:36]=[CH:37][CH:38]=3)[C:21]([NH:23][C:24]3[CH:33]=[CH:32][C:27]([C:28]([O:30]C)=[O:29])=[C:26]([O:34][CH3:35])[CH:25]=3)=[O:22])[CH:17]=2)=[N:7][C:8]=1[O:9][CH3:10].[OH-].[Na+]. Product: [CH3:1][O:2][C:3]1[CH:4]=[CH:5][C:6]([NH:11][C:12]2[C:13]3[N:14]([N:39]=[CH:40][N:41]=3)[CH:15]=[C:16]([C:18]3[CH:19]=[C:20]([CH:36]=[CH:37][CH:38]=3)[C:21]([NH:23][C:24]3[CH:33]=[CH:32][C:27]([C:28]([OH:30])=[O:29])=[C:26]([O:34][CH3:35])[CH:25]=3)=[O:22])[CH:17]=2)=[N:7][C:8]=1[O:9][CH3:10]. The catalyst class is: 92. (5) Product: [Cl:49][C:44]1[C:43]2[C:47](=[CH:48][C:40]([NH:39][C:37](=[O:38])[C@@H:19]([NH:18][C:16]([C@H:13]3[CH2:12][CH2:11][C@H:10]([CH2:9][NH:8][C:6](=[O:7])[O:5][C:1]([CH3:2])([CH3:3])[CH3:4])[CH2:15][CH2:14]3)=[O:17])[CH2:20][C:21]3[CH:22]=[CH:23][C:24]([C:27]4[CH:32]=[CH:31][C:30]([C:33](=[O:34])[NH:50][C@H:51]5[CH2:56][CH2:55][CH2:54][NH:53][C:52]5=[O:57])=[CH:29][C:28]=4[CH3:36])=[CH:25][CH:26]=3)=[CH:41][CH:42]=2)[NH:46][N:45]=1. Reactant: [C:1]([O:5][C:6]([NH:8][CH2:9][C@H:10]1[CH2:15][CH2:14][C@H:13]([C:16]([NH:18][C@H:19]([C:37]([NH:39][C:40]2[CH:48]=[C:47]3[C:43]([C:44]([Cl:49])=[N:45][NH:46]3)=[CH:42][CH:41]=2)=[O:38])[CH2:20][C:21]2[CH:26]=[CH:25][C:24]([C:27]3[CH:32]=[CH:31][C:30]([C:33](O)=[O:34])=[CH:29][C:28]=3[CH3:36])=[CH:23][CH:22]=2)=[O:17])[CH2:12][CH2:11]1)=[O:7])([CH3:4])([CH3:3])[CH3:2].[NH2:50][C@H:51]1[CH2:56][CH2:55][CH2:54][NH:53][C:52]1=[O:57].C(N(CC)C(C)C)(C)C.F[P-](F)(F)(F)(F)F.CN(C(ON1C2=NC=CC=C2N=N1)=[N+](C)C)C. The catalyst class is: 9. (6) Reactant: [OH:1][C:2]1[CH:11]=[C:10]2[C:5]([C:6](=[O:20])[C:7]([C:12]3[CH:17]=[CH:16][CH:15]=[CH:14][C:13]=3[O:18]C)=[CH:8][O:9]2)=[CH:4][CH:3]=1.B(Br)(Br)Br. Product: [OH:1][C:2]1[CH:11]=[C:10]2[C:5]([C:6](=[O:20])[C:7]([C:12]3[CH:17]=[CH:16][CH:15]=[CH:14][C:13]=3[OH:18])=[CH:8][O:9]2)=[CH:4][CH:3]=1. The catalyst class is: 2. (7) Product: [CH3:1][O:2][C:3]1[CH:11]=[C:10]2[C:6](=[CH:5][C:4]=1[CH3:13])[CH2:7][CH:8]=[C:9]2[C:14]#[N:15]. The catalyst class is: 20. Reactant: [CH3:1][O:2][C:3]1[CH:11]=[C:10]2[C:6]([CH2:7][CH2:8][C:9]2=O)=[CH:5][C:4]=1[CH3:13].[C:14](P(=O)(OCC)OCC)#[N:15].[C-]#N.[Li+].[Cl-].[Na+].B(F)(F)F.CCOCC. (8) Reactant: [CH2:1]([C:3]1[N:4]([CH2:14][C:15]2[CH:20]=[CH:19][CH:18]=[CH:17][CH:16]=2)[C:5]2[C:10]([CH:11]=1)=[C:9]([O:12]C)[CH:8]=[CH:7][CH:6]=2)[CH3:2].B(Br)(Br)Br. Product: [CH2:1]([C:3]1[N:4]([CH2:14][C:15]2[CH:20]=[CH:19][CH:18]=[CH:17][CH:16]=2)[C:5]2[C:10]([CH:11]=1)=[C:9]([OH:12])[CH:8]=[CH:7][CH:6]=2)[CH3:2]. The catalyst class is: 2. (9) The catalyst class is: 7. Reactant: [CH3:1][C:2]1[CH:7]=[CH:6][CH:5]=[CH:4][C:3]=1[NH:8][C:9](=O)[CH2:10][O:11][C:12]1[CH:17]=[CH:16][C:15]([O:18][C:19]2[C:28]3[C:23](=[CH:24][C:25]([O:31][CH3:32])=[C:26]([O:29][CH3:30])[CH:27]=3)[N:22]=[CH:21][CH:20]=2)=[CH:14][CH:13]=1.Cl.[OH-].[Na+]. Product: [CH3:30][O:29][C:26]1[CH:27]=[C:28]2[C:23](=[CH:24][C:25]=1[O:31][CH3:32])[N:22]=[CH:21][CH:20]=[C:19]2[O:18][C:15]1[CH:16]=[CH:17][C:12]([O:11][CH2:10][CH2:9][NH:8][C:3]2[CH:4]=[CH:5][CH:6]=[CH:7][C:2]=2[CH3:1])=[CH:13][CH:14]=1.